Task: Predict the reaction yield, written as a fraction of the theoretical maximum amount of product (1.0 means a 100% yield; for example, 0.34 means a 34% yield).. Dataset: Reaction yield outcomes from USPTO patents with 853,638 reactions The reactants are [NH2:1][NH2:2].[O:3]1[CH2:8][CH2:7][N:6]([S:9]([C:12]2[CH:21]=[CH:20][CH:19]=[CH:18][C:13]=2[C:14](OC)=[O:15])(=[O:11])=[O:10])[CH2:5][CH2:4]1. The catalyst is CO. The product is [O:3]1[CH2:8][CH2:7][N:6]([S:9]([C:12]2[CH:21]=[CH:20][CH:19]=[CH:18][C:13]=2[C:14]([NH:1][NH2:2])=[O:15])(=[O:11])=[O:10])[CH2:5][CH2:4]1. The yield is 0.368.